Dataset: Hepatocyte clearance measurements from AstraZeneca. Task: Regression/Classification. Given a drug SMILES string, predict its absorption, distribution, metabolism, or excretion properties. Task type varies by dataset: regression for continuous measurements (e.g., permeability, clearance, half-life) or binary classification for categorical outcomes (e.g., BBB penetration, CYP inhibition). For this dataset (clearance_hepatocyte_az), we predict log10(clearance) (log10 of the in vitro intrinsic clearance, CLint, in uL/min per 10^6 hepatocytes; values are censored to the assay range of 3 to 150, which is 0.477 to 2.18 on this log10 scale). (1) The molecule is CCC(CC)NC(=O)c1cnn(-c2ccccc2Cl)c1NS(=O)(=O)c1ccc(C)cc1. The log10(clearance) is 1.75. (2) The compound is O=C(NCC12CC3CC(CC(C3)C1)C2)c1cc(-n2ncc(=O)[nH]c2=O)ccc1Cl. The log10(clearance) is 1.57. (3) The compound is Cc1ccc(S(=O)(=O)N2N=Cc3ccccc3B2O)cc1. The log10(clearance) is 0.790. (4) The compound is N#Cc1ccc(OC2CCN(C[C@H](O)CNC(=O)c3c[nH]c(=O)c4ccccc34)CC2)cc1Cl. The log10(clearance) is 0.480. (5) The molecule is CCOC(=O)CN(c1ccccc1C)S(=O)(=O)c1ccc(Cl)cc1. The log10(clearance) is 2.18. (6) The drug is Cc1c(C(=O)NC2C3CC4CC(C3)CC2C4)cnn1-c1ccc(C(=O)O)cc1. The log10(clearance) is 0.480.